From a dataset of Forward reaction prediction with 1.9M reactions from USPTO patents (1976-2016). Predict the product of the given reaction. Given the reactants Cl[C:2]1[N:7]=[CH:6][N:5]=[C:4]2[N:8]([CH3:11])[N:9]=[CH:10][C:3]=12.[NH2:12][C:13]1[CH:14]=[C:15]([CH:31]=[CH:32][C:33]=1[CH3:34])[C:16]([NH:18][C:19]1[CH:24]=[CH:23][C:22]([O:25][CH3:26])=[C:21]([C:27]([F:30])([F:29])[F:28])[CH:20]=1)=[O:17], predict the reaction product. The product is: [CH3:26][O:25][C:22]1[CH:23]=[CH:24][C:19]([NH:18][C:16](=[O:17])[C:15]2[CH:31]=[CH:32][C:33]([CH3:34])=[C:13]([NH:12][C:2]3[N:7]=[CH:6][N:5]=[C:4]4[N:8]([CH3:11])[N:9]=[CH:10][C:3]=34)[CH:14]=2)=[CH:20][C:21]=1[C:27]([F:28])([F:30])[F:29].